From a dataset of TCR-epitope binding with 47,182 pairs between 192 epitopes and 23,139 TCRs. Binary Classification. Given a T-cell receptor sequence (or CDR3 region) and an epitope sequence, predict whether binding occurs between them. The epitope is VLWAHGFEL. The TCR CDR3 sequence is CASSPLAASTDTQYF. Result: 0 (the TCR does not bind to the epitope).